From a dataset of Forward reaction prediction with 1.9M reactions from USPTO patents (1976-2016). Predict the product of the given reaction. (1) Given the reactants [Cl:1][C:2]1[CH:7]=[CH:6][C:5]([S:8]([N:11]([CH2:20][C:21]2[CH:30]=[CH:29][C:24]([C:25]([O:27][CH3:28])=[O:26])=[CH:23][CH:22]=2)[CH:12]2[CH2:17][O:16]C(C)(C)[O:14][CH2:13]2)(=[O:10])=[O:9])=[CH:4][CH:3]=1.CO.O.CC1C=CC(S(O)(=O)=O)=CC=1.C(=O)([O-])[O-].[Na+].[Na+], predict the reaction product. The product is: [Cl:1][C:2]1[CH:3]=[CH:4][C:5]([S:8]([N:11]([CH2:20][C:21]2[CH:22]=[CH:23][C:24]([C:25]([O:27][CH3:28])=[O:26])=[CH:29][CH:30]=2)[CH:12]([CH2:13][OH:14])[CH2:17][OH:16])(=[O:10])=[O:9])=[CH:6][CH:7]=1. (2) The product is: [CH3:23][C:20]1[C:19]2[CH:24]=[C:15]([N:10]3[CH2:11][CH2:12][N:8]([C:3]4[CH:4]=[N:5][CH:6]=[CH:7][C:2]=4[CH3:1])[C:9]3=[O:13])[CH:16]=[CH:17][C:18]=2[O:22][CH:21]=1. Given the reactants [CH3:1][C:2]1[CH:7]=[CH:6][N:5]=[CH:4][C:3]=1[N:8]1[CH2:12][CH2:11][NH:10][C:9]1=[O:13].Br[C:15]1[CH:16]=[CH:17][C:18]2[O:22][CH:21]=[C:20]([CH3:23])[C:19]=2[CH:24]=1.N[C@@H]1CCCC[C@H]1N.C(=O)([O-])[O-].[K+].[K+], predict the reaction product. (3) Given the reactants C(N(CC)CC)C.[Cl:8][C:9]1[C:10]([F:40])=[C:11]([NH:15][C:16]2[C:25]3[C:20](=[CH:21][C:22]([O:38][CH3:39])=[C:23]([CH2:26][N:27]([CH3:37])[C:28]4([C:34]([NH2:36])=[O:35])[CH2:33][CH2:32][NH:31][CH2:30][CH2:29]4)[CH:24]=3)[N:19]=[CH:18][N:17]=2)[CH:12]=[CH:13][CH:14]=1.[C:41]([O:44][CH2:45][C:46](Cl)=[O:47])(=[O:43])[CH3:42], predict the reaction product. The product is: [C:41]([O:44][CH2:45][C:46]([N:31]1[CH2:32][CH2:33][C:28]([C:34]([NH2:36])=[O:35])([N:27]([CH2:26][C:23]2[CH:24]=[C:25]3[C:20](=[CH:21][C:22]=2[O:38][CH3:39])[N:19]=[CH:18][N:17]=[C:16]3[NH:15][C:11]2[CH:12]=[CH:13][CH:14]=[C:9]([Cl:8])[C:10]=2[F:40])[CH3:37])[CH2:29][CH2:30]1)=[O:47])(=[O:43])[CH3:42]. (4) Given the reactants [NH2:1][CH2:2][C:3]1[CH:4]=[C:5]([NH:23]C(=O)OC)[CH:6]=[N:7][C:8]=1[S:9](=[O:22])(=[O:21])[NH:10][C:11]1[CH:12]=[CH:13][C:14]2[CH2:18][O:17][B:16]([OH:19])[C:15]=2[CH:20]=1.[OH-].[K+].Cl, predict the reaction product. The product is: [NH2:23][C:5]1[CH:4]=[C:3]([CH2:2][NH2:1])[C:8]([S:9]([NH:10][C:11]2[CH:12]=[CH:13][C:14]3[CH2:18][O:17][B:16]([OH:19])[C:15]=3[CH:20]=2)(=[O:21])=[O:22])=[N:7][CH:6]=1. (5) Given the reactants O[C:2]1([C:9]2[CH:10]=[N:11][C:12]([O:15][CH3:16])=[CH:13][CH:14]=2)[CH2:7][CH2:6][C:5](=[O:8])[CH2:4][CH2:3]1.CC[N+](S(N=C(OC)[O-])(=O)=O)(CC)CC, predict the reaction product. The product is: [CH3:16][O:15][C:12]1[N:11]=[CH:10][C:9]([C:2]2[CH2:7][CH2:6][C:5](=[O:8])[CH2:4][CH:3]=2)=[CH:14][CH:13]=1. (6) Given the reactants [CH3:1][C:2]1[CH:10]=[C:9]([C:11]([NH:13][CH:14]2[CH2:19][CH2:18][NH:17][CH2:16][CH2:15]2)=[O:12])[CH:8]=[C:7]([CH3:20])[C:3]=1[C:4]([OH:6])=[O:5].[CH2:21]([O:23][C:24]1[CH:25]=[C:26]([CH:29]=[C:30]([O:37][CH2:38][CH3:39])[C:31]=1[N:32]1[CH:36]=[CH:35][CH:34]=[CH:33]1)[CH:27]=O)[CH3:22].C([BH3-])#N.[Na+].C(N(C(C)C)C(C)C)C, predict the reaction product. The product is: [CH2:21]([O:23][C:24]1[CH:25]=[C:26]([CH:29]=[C:30]([O:37][CH2:38][CH3:39])[C:31]=1[N:32]1[CH:36]=[CH:35][CH:34]=[CH:33]1)[CH2:27][N:17]1[CH2:16][CH2:15][CH:14]([NH:13][C:11](=[O:12])[C:9]2[CH:10]=[C:2]([CH3:1])[C:3]([C:4]([OH:6])=[O:5])=[C:7]([CH3:20])[CH:8]=2)[CH2:19][CH2:18]1)[CH3:22]. (7) Given the reactants Cl[C:2]1[C:7]([C:8]#[N:9])=[C:6]([NH:10][CH2:11][CH2:12][OH:13])[N:5]=[C:4]([NH:14][CH2:15][C:16]2[CH:17]=[N:18][CH:19]=[CH:20][CH:21]=2)[N:3]=1.[C:22]1([CH:28]2[CH2:33][CH2:32][NH:31][CH2:30][CH2:29]2)[CH:27]=[CH:26][CH:25]=[CH:24][CH:23]=1.C(N(C(C)C)C(C)C)C, predict the reaction product. The product is: [OH:13][CH2:12][CH2:11][NH:10][C:6]1[C:7]([C:8]#[N:9])=[C:2]([N:31]2[CH2:32][CH2:33][CH:28]([C:22]3[CH:27]=[CH:26][CH:25]=[CH:24][CH:23]=3)[CH2:29][CH2:30]2)[N:3]=[C:4]([NH:14][CH2:15][C:16]2[CH:17]=[N:18][CH:19]=[CH:20][CH:21]=2)[N:5]=1.